Dataset: Full USPTO retrosynthesis dataset with 1.9M reactions from patents (1976-2016). Task: Predict the reactants needed to synthesize the given product. (1) Given the product [CH:35]1([C:33]2[N:34]=[C:28]([CH:12]3[CH2:13][CH:14]([C:16]4[CH:21]=[CH:20][C:19]([O:22][C:23]([F:25])([F:24])[F:26])=[C:18]([CH3:27])[CH:17]=4)[CH2:15][N:10]([C:8]([N:5]4[CH2:6][CH2:7][CH:2]([OH:1])[CH2:3][CH2:4]4)=[O:9])[CH2:11]3)[O:30][N:32]=2)[CH2:37][CH2:36]1, predict the reactants needed to synthesize it. The reactants are: [OH:1][CH:2]1[CH2:7][CH2:6][N:5]([C:8]([N:10]2[CH2:15][CH:14]([C:16]3[CH:21]=[CH:20][C:19]([O:22][C:23]([F:26])([F:25])[F:24])=[C:18]([CH3:27])[CH:17]=3)[CH2:13][CH:12]([C:28]([OH:30])=O)[CH2:11]2)=[O:9])[CH2:4][CH2:3]1.O[N:32]=[C:33]([CH:35]1[CH2:37][CH2:36]1)[NH2:34]. (2) Given the product [Cl:17][C:14]1[CH:13]=[CH:12][C:11]([C:10]2[C:4]3[CH:3]=[C:2]([N:1]4[C:33]([CH3:32])=[CH:34][C:35]([CH3:36])=[N:25]4)[CH:24]=[CH:23][C:5]=3[CH2:6][CH:7]([CH3:22])[N:8]([C:18]([NH:20][CH3:21])=[O:19])[N:9]=2)=[CH:16][CH:15]=1, predict the reactants needed to synthesize it. The reactants are: [NH2:1][C:2]1[CH:24]=[CH:23][C:5]2[CH2:6][CH:7]([CH3:22])[N:8]([C:18]([NH:20][CH3:21])=[O:19])[N:9]=[C:10]([C:11]3[CH:16]=[CH:15][C:14]([Cl:17])=[CH:13][CH:12]=3)[C:4]=2[CH:3]=1.[N:25]([O-])=O.[Na+].[Sn](Cl)Cl.[CH3:32][C:33](=O)[CH2:34][C:35](=O)[CH3:36].[OH-].[Na+]. (3) Given the product [Br:1][C:2]1[CH:8]=[CH:7][CH:6]=[C:5]2[C:3]=1[N:4]=[CH:14][CH:15]=[C:17]2[CH3:18], predict the reactants needed to synthesize it. The reactants are: [Br:1][C:2]1[CH:8]=[CH:7][CH:6]=[CH:5][C:3]=1[NH2:4].S(=O)(=O)(O)O.[CH3:14][C:15]([CH:17]=[CH2:18])=O.[OH-].[Na+]. (4) Given the product [CH2:1]([O:3][C:4]([N:6]1[C:15]2[C:10](=[N:11][C:12]([O:16][CH2:49][CH3:50])=[CH:13][CH:14]=2)[C@@H:9]([NH:17][C:18]2[N:23]=[C:22]([CH2:24][C:25]3[CH:30]=[C:29]([C:31]([F:34])([F:33])[F:32])[CH:28]=[C:27]([C:35]([F:38])([F:36])[F:37])[CH:26]=3)[C:21]([N:39]3[CH2:40][CH2:41][O:42][CH2:43][CH2:44]3)=[CH:20][N:19]=2)[CH2:8][C@H:7]1[CH2:45][CH3:46])=[O:5])[CH3:2], predict the reactants needed to synthesize it. The reactants are: [CH2:1]([O:3][C:4]([N:6]1[C:15]2[C:10](=[N:11][C:12]([OH:16])=[CH:13][CH:14]=2)[C@@H:9]([NH:17][C:18]2[N:23]=[C:22]([CH2:24][C:25]3[CH:30]=[C:29]([C:31]([F:34])([F:33])[F:32])[CH:28]=[C:27]([C:35]([F:38])([F:37])[F:36])[CH:26]=3)[C:21]([N:39]3[CH2:44][CH2:43][O:42][CH2:41][CH2:40]3)=[CH:20][N:19]=2)[CH2:8][C@H:7]1[CH2:45][CH3:46])=[O:5])[CH3:2].[H-].[Na+].[CH2:49](I)[CH3:50].O. (5) Given the product [CH2:18]([O:17][C:13](=[O:16])[CH2:14][CH2:15][C:4]([C:5](=[O:7])[CH3:6])([C:1](=[O:3])[CH3:2])[CH2:8][CH2:9][C:10](=[O:12])[CH3:11])[CH3:19], predict the reactants needed to synthesize it. The reactants are: [C:1]([CH:4]([CH2:8][CH2:9][C:10](=[O:12])[CH3:11])[C:5](=[O:7])[CH3:6])(=[O:3])[CH3:2].[C:13]([O:17][CH2:18][CH3:19])(=[O:16])[CH:14]=[CH2:15].C(O)(=O)C. (6) The reactants are: Cl.[F:2][C:3]1[CH:4]=[C:5]([C:10]2[CH:11]=[N:12][N:13]([CH2:15][C@@H:16]([NH2:18])[CH3:17])[CH:14]=2)[CH:6]=[CH:7][C:8]=1[F:9].[F:19][C:20]1[CH:21]=[CH:22][C:23]([C:29]2[N:34]=[CH:33][CH:32]=[CH:31][N:30]=2)=[C:24]([CH:28]=1)[C:25](O)=[O:26]. Given the product [F:2][C:3]1[CH:4]=[C:5]([C:10]2[CH:11]=[N:12][N:13]([CH2:15][C@@H:16]([NH:18][C:25](=[O:26])[C:24]3[CH:28]=[C:20]([F:19])[CH:21]=[CH:22][C:23]=3[C:29]3[N:30]=[CH:31][CH:32]=[CH:33][N:34]=3)[CH3:17])[CH:14]=2)[CH:6]=[CH:7][C:8]=1[F:9], predict the reactants needed to synthesize it. (7) Given the product [F:1][C:2]1[CH:15]=[CH:14][C:5]([CH2:6][S:7](/[CH:10]=[CH:11]/[C:20]2[CH:23]=[CH:24][C:17]([Br:16])=[CH:18][CH:19]=2)(=[O:9])=[O:8])=[CH:4][CH:3]=1, predict the reactants needed to synthesize it. The reactants are: [F:1][C:2]1[CH:15]=[CH:14][C:5]([CH2:6][S:7]([CH2:10][C:11](O)=O)(=[O:9])=[O:8])=[CH:4][CH:3]=1.[Br:16][C:17]1[CH:24]=[CH:23][C:20](C=O)=[CH:19][CH:18]=1. (8) Given the product [C:1]([O:5][C:6]([N:8]1[CH2:13][CH2:12][N:11]([C:14]2[C:19]([C:27]3[CH:28]=[CH:29][C:24]([O:23][CH2:21][CH3:22])=[CH:25][CH:26]=3)=[N:18][CH:17]=[CH:16][N:15]=2)[CH2:10][CH2:9]1)=[O:7])([CH3:4])([CH3:3])[CH3:2], predict the reactants needed to synthesize it. The reactants are: [C:1]([O:5][C:6]([N:8]1[CH2:13][CH2:12][N:11]([C:14]2[C:19](Cl)=[N:18][CH:17]=[CH:16][N:15]=2)[CH2:10][CH2:9]1)=[O:7])([CH3:4])([CH3:3])[CH3:2].[CH2:21]([O:23][C:24]1[CH:29]=[CH:28][C:27](B(O)O)=[CH:26][CH:25]=1)[CH3:22].C1(P(C2C=CC=CC=2)C2C=CC=CC=2)C=CC=CC=1.C(=O)([O-])[O-].[Na+].[Na+].